From a dataset of Catalyst prediction with 721,799 reactions and 888 catalyst types from USPTO. Predict which catalyst facilitates the given reaction. The catalyst class is: 4. Product: [Cl:1][C:2]1[CH:3]=[C:4]([C:9]2[CH:13]=[C:12]([O:14][CH2:15][CH2:16][C:17]([NH:19][CH:20]([CH:25]([CH3:27])[CH3:26])[CH2:21][CH2:22][CH:23]=[O:24])=[O:18])[N:11]([C:28]3[CH:37]=[CH:36][C:35]4[C:30](=[CH:31][CH:32]=[CH:33][CH:34]=4)[CH:29]=3)[N:10]=2)[CH:5]=[C:6]([Cl:8])[CH:7]=1. Reactant: [Cl:1][C:2]1[CH:3]=[C:4]([C:9]2[CH:13]=[C:12]([O:14][CH2:15][CH2:16][C:17]([NH:19][CH:20]([CH:25]([CH3:27])[CH3:26])[CH2:21][CH2:22][CH2:23][OH:24])=[O:18])[N:11]([C:28]3[CH:37]=[CH:36][C:35]4[C:30](=[CH:31][CH:32]=[CH:33][CH:34]=4)[CH:29]=3)[N:10]=2)[CH:5]=[C:6]([Cl:8])[CH:7]=1.CC(OI1(OC(C)=O)(OC(C)=O)OC(=O)C2C=CC=CC1=2)=O.